Dataset: Full USPTO retrosynthesis dataset with 1.9M reactions from patents (1976-2016). Task: Predict the reactants needed to synthesize the given product. (1) Given the product [Cl:8][C:6]1[N:5]=[C:4]([N:9]2[C:13]([CH3:14])=[CH:12][C:11]([CH3:15])=[N:10]2)[N:3]=[C:2]([NH:16][CH:17]2[CH2:25][C:24]3[C:19](=[CH:20][CH:21]=[CH:22][CH:23]=3)[CH2:18]2)[CH:7]=1, predict the reactants needed to synthesize it. The reactants are: Cl[C:2]1[CH:7]=[C:6]([Cl:8])[N:5]=[C:4]([N:9]2[C:13]([CH3:14])=[CH:12][C:11]([CH3:15])=[N:10]2)[N:3]=1.[NH2:16][CH:17]1[CH2:25][C:24]2[C:19](=[CH:20][CH:21]=[CH:22][CH:23]=2)[CH2:18]1. (2) Given the product [Br:1][C:2]1[C:3]([O:21][CH3:22])=[C:4]([C:10]([O:13][Si:14]([C:17]([CH3:18])([CH3:19])[CH3:20])([CH3:15])[CH3:16])([CH2:24][C:25]2[CH:26]=[CH:27][C:28]([C:31]([F:32])([F:33])[F:34])=[CH:29][CH:30]=2)[C:11]#[N:12])[C:5]([O:8][CH3:9])=[CH:6][CH:7]=1, predict the reactants needed to synthesize it. The reactants are: [Br:1][C:2]1[C:3]([O:21][CH3:22])=[C:4]([CH:10]([O:13][Si:14]([C:17]([CH3:20])([CH3:19])[CH3:18])([CH3:16])[CH3:15])[C:11]#[N:12])[C:5]([O:8][CH3:9])=[CH:6][CH:7]=1.Br[CH2:24][C:25]1[CH:30]=[CH:29][C:28]([C:31]([F:34])([F:33])[F:32])=[CH:27][CH:26]=1. (3) Given the product [Cl:10][C:11]1[CH:20]=[C:19]([S:21][CH2:1][C@H:2]([OH:9])[C:3]2[CH:8]=[CH:7][CH:6]=[CH:5][CH:4]=2)[CH:18]=[CH:17][C:12]=1[C:13]([O:15][CH3:16])=[O:14], predict the reactants needed to synthesize it. The reactants are: [CH2:1]1[O:9][C@@H:2]1[C:3]1[CH:8]=[CH:7][CH:6]=[CH:5][CH:4]=1.[Cl:10][C:11]1[CH:20]=[C:19]([SH:21])[CH:18]=[CH:17][C:12]=1[C:13]([O:15][CH3:16])=[O:14]. (4) Given the product [Br:9][C:4]1[CH:5]=[CH:6][CH:7]=[C:2]([F:1])[C:3]=1[OH:8], predict the reactants needed to synthesize it. The reactants are: [F:1][C:2]1[CH:7]=[CH:6][CH:5]=[CH:4][C:3]=1[OH:8].[Br:9]Br. (5) Given the product [C:27]([O:1][CH:2]([C:4]1([C:13]([O:15][C:16]([CH3:18])([CH3:17])[CH3:19])=[O:14])[CH2:8][CH2:7][C:6]([O:11][CH3:12])([O:9][CH3:10])[CH2:5]1)[CH3:3])(=[O:29])[CH3:28], predict the reactants needed to synthesize it. The reactants are: [OH:1][CH:2]([C:4]1([C:13]([O:15][C:16]([CH3:19])([CH3:18])[CH3:17])=[O:14])[CH2:8][CH2:7][C:6]([O:11][CH3:12])([O:9][CH3:10])[CH2:5]1)[CH3:3].C(N(CC)CC)C.[C:27](OC(=O)C)(=[O:29])[CH3:28]. (6) Given the product [CH3:1][S:2]([NH:6][C:7]1[CH:8]=[C:9]([CH2:13][C:14]([OH:16])=[O:15])[CH:10]=[CH:11][CH:12]=1)(=[O:4])=[O:3], predict the reactants needed to synthesize it. The reactants are: [CH3:1][S:2](Cl)(=[O:4])=[O:3].[NH2:6][C:7]1[CH:8]=[C:9]([CH2:13][C:14]([OH:16])=[O:15])[CH:10]=[CH:11][CH:12]=1.C(=O)([O-])[O-].[Na+].[Na+].Cl. (7) Given the product [C:52]1([CH:58]2[C:38]3[C:19](=[CH:18][CH:13]=[C:12]4[CH:17]=[CH:16][CH:41]=[CH:40][C:39]4=3)[C:20]3[C:25]2=[CH:24][CH:23]=[CH:22][CH:21]=3)[CH:57]=[CH:56][CH:55]=[CH:54][CH:53]=1, predict the reactants needed to synthesize it. The reactants are: COC([C:12]1[CH:17]=[CH:16]C=C[C:13]=1[C:18]#[C:19][C:20]1[CH:25]=[CH:24][CH:23]=[CH:22][CH:21]=1)C#CC1C=CC=CC=1.CC(N=NC(C#N)(C)C)(C#N)C.[CH3:38][CH2:39][CH2:40][CH2:41][SnH]([CH2:38][CH2:39][CH2:40][CH3:41])[CH2:38][CH2:39][CH2:40][CH3:41].Cl.[C:52]1([CH3:58])[CH:57]=[CH:56][CH:55]=[CH:54][CH:53]=1. (8) The reactants are: [C:1]([O:4][C@H:5](/[CH:7]=[CH:8]\[C:9]([NH:11][C@@H:12]1[CH2:17][C@H:16]([CH3:18])[C@H:15]([CH2:19]/[CH:20]=[C:21](\[CH3:59])/[CH:22]=[CH:23]/[C@H:24]2[O:31][C@H:30]([CH2:32][C:33]([NH:35]/[N:36]=[C:37](/[C:39]3[CH:44]=[CH:43][C:42]([O:45][CH2:46][CH2:47][CH2:48][C:49]([O:51]N4C(=O)CCC4=O)=[O:50])=[CH:41][CH:40]=3)\[CH3:38])=[O:34])[CH2:29][C@:26]3([O:28][CH2:27]3)[CH2:25]2)[O:14][C@@H:13]1[CH3:60])=[O:10])[CH3:6])(=[O:3])[CH3:2].C1CCC(N=C=NC2CCCCC2)CC1.ON1C(=O)CCC1=O. Given the product [C:1]([O:4][C@@H:5]([CH3:6])/[CH:7]=[CH:8]\[C:9]([NH:11][C@H:12]1[C@@H:13]([CH3:60])[O:14][C@@H:15]([CH2:19]/[CH:20]=[C:21](\[CH3:59])/[CH:22]=[CH:23]/[C@@H:24]2[CH2:25][C@@:26]3([O:28][CH2:27]3)[CH2:29][C@@H:30]([CH2:32][C:33]([NH:35]/[N:36]=[C:37](/[C:39]3[CH:44]=[CH:43][C:42]([O:45][CH2:46][CH2:47][CH2:48][C:49]([OH:51])=[O:50])=[CH:41][CH:40]=3)\[CH3:38])=[O:34])[O:31]2)[C@@H:16]([CH3:18])[CH2:17]1)=[O:10])(=[O:3])[CH3:2], predict the reactants needed to synthesize it. (9) Given the product [CH:2]1[CH:10]=[CH:9][C:8]2[CH2:11][CH2:12][N:6]3[C:7]=2[C:3]=1[C@H:4]1[CH2:16][NH:15][CH2:14][CH2:13][C@H:5]13, predict the reactants needed to synthesize it. The reactants are: Cl.[CH:2]1[CH:10]=[CH:9][C:8]2[CH2:11][CH2:12][N:6]3[C:7]=2[C:3]=1[C:4]1[CH2:16][NH:15][CH2:14][CH2:13][C:5]=13.[BH4-].[Na+].[OH-].[Na+]. (10) Given the product [Cl:39][C:40]1[CH:45]=[C:44]([CH3:46])[CH:43]=[CH:42][C:41]=1[NH:47][C:14](=[O:16])[CH2:13][C@@H:12]([C:17]1[C:21]2[CH2:22][CH2:24][CH2:23][CH:25]([CH2:29][CH2:1][CH:2]([CH3:7])[CH3:3])[C:20]=2[O:19][N:18]=1)[CH2:11][CH2:10][CH2:9][O:8][CH2:1][C:2]1[CH:3]=[CH:4][CH:5]=[CH:6][CH:7]=1, predict the reactants needed to synthesize it. The reactants are: [CH2:1]([O:8][CH2:9][CH2:10][CH2:11][C@H:12]([C:17]1[C:21]([CH:22]2[CH2:24][CH2:23]2)=[C:20]([C:25]2[CH:29]=C(CC(C)(C)C)ON=2)[O:19][N:18]=1)[CH2:13][C:14]([OH:16])=O)[C:2]1[CH:7]=[CH:6][CH:5]=[CH:4][CH:3]=1.S(Cl)(Cl)=O.[Cl:39][C:40]1[CH:45]=[C:44]([CH3:46])[CH:43]=[CH:42][C:41]=1[NH2:47].